This data is from Reaction yield outcomes from USPTO patents with 853,638 reactions. The task is: Predict the reaction yield, written as a fraction of the theoretical maximum amount of product (1.0 means a 100% yield; for example, 0.34 means a 34% yield). (1) The reactants are C(O[CH:4](OCC)[CH2:5][S:6][C:7]1[CH:12]=[CH:11][CH:10]=[CH:9][C:8]=1[CH3:13])C.O. The catalyst is ClC1C=CC=CC=1. The product is [CH3:13][C:8]1[C:7]2[S:6][CH:5]=[CH:4][C:12]=2[CH:11]=[CH:10][CH:9]=1. The yield is 0.940. (2) The reactants are [NH2:1][C:2]1[CH:7]=[CH:6][C:5]([C:8]2[CH:13]=[CH:12][C:11]([C:14](=[O:30])[CH2:15][CH:16]([CH2:22][CH2:23][C:24]3[CH:29]=[CH:28][CH:27]=[CH:26][CH:25]=3)[C:17]([O:19]CC)=[O:18])=[CH:10][CH:9]=2)=[CH:4][CH:3]=1.Cl[C:32]1[O:33][C:34]2[CH:40]=[CH:39][CH:38]=[CH:37][C:35]=2[N:36]=1.[OH-].[Na+]. The catalyst is C1(C)C=CC=CC=1. The product is [O:33]1[C:34]2[CH:40]=[CH:39][CH:38]=[CH:37][C:35]=2[N:36]=[C:32]1[NH:1][C:2]1[CH:7]=[CH:6][C:5]([C:8]2[CH:9]=[CH:10][C:11]([C:14](=[O:30])[CH2:15][CH:16]([CH2:22][CH2:23][C:24]3[CH:25]=[CH:26][CH:27]=[CH:28][CH:29]=3)[C:17]([OH:19])=[O:18])=[CH:12][CH:13]=2)=[CH:4][CH:3]=1. The yield is 0.330.